Dataset: Catalyst prediction with 721,799 reactions and 888 catalyst types from USPTO. Task: Predict which catalyst facilitates the given reaction. (1) Reactant: [CH3:1][S:2]([C:4]1[CH:9]=[CH:8][CH:7]=[CH:6][C:5]=1[NH:10][C:11](=O)[CH3:12])=[O:3].OS(O)(=O)=O.[N-:19]=[N+]=[N-].[Na+].[OH-].[Na+]. Product: [CH3:1][S:2]1(=[O:3])[C:4]2[CH:9]=[CH:8][CH:7]=[CH:6][C:5]=2[N:10]=[C:11]([CH3:12])[N:19]=1. The catalyst class is: 146. (2) Reactant: S(=O)(=O)(O)O.[Br:6][C:7]1[CH:21]=[CH:20][C:10]([O:11][CH2:12][C:13]2([C:17]([OH:19])=O)[CH2:16][CH2:15][CH2:14]2)=[CH:9][CH:8]=1. Product: [Br:6][C:7]1[CH:8]=[C:9]2[C:10](=[CH:20][CH:21]=1)[O:11][CH2:12][C:13]1([CH2:14][CH2:15][CH2:16]1)[C:17]2=[O:19]. The catalyst class is: 6. (3) Reactant: ClCCl.Br[C:5]1[CH:6]=[C:7]2[C:11](=[CH:12][CH:13]=1)[NH:10][N:9]=[C:8]2[C:14]1[NH:15][CH:16]=[CH:17][CH:18]=1.[N:19]1[CH:24]=[CH:23][CH:22]=[C:21](B(O)O)[CH:20]=1.C([O-])([O-])=O.[Cs+].[Cs+]. Product: [N:19]1[CH:24]=[CH:23][CH:22]=[C:21]([C:5]2[CH:6]=[C:7]3[C:11](=[CH:12][CH:13]=2)[NH:10][N:9]=[C:8]3[C:14]2[NH:15][CH:16]=[CH:17][CH:18]=2)[CH:20]=1. The catalyst class is: 151. (4) Reactant: [CH3:1][C@@:2]12[C@H:11]3[CH2:12][CH:13]=[C:14]4[CH:19]5[CH2:20][C:21]([CH3:25])([CH3:24])[CH2:22][CH2:23][C@:18]5([C:26]([O:28][C@@H:29]5[O:34][C@H:33]([CH2:35][OH:36])[C@@H:32]([OH:37])[C@H:31]([O:38][C@@H:39]6[O:44][C@H:43]([CH2:45][OH:46])[C@@H:42]([OH:47])[C@H:41]([O:48][C@@H:49]7[O:54][C@H:53]([CH2:55][OH:56])[C@@H:52]([OH:57])[C@H:51]([O:58][C@@H:59]8[O:64][C@H:63]([CH2:65][OH:66])[C@@H:62]([OH:67])[C@H:61]([O:68][C@@H:69]9[O:74][C@H:73]([CH2:75][OH:76])[C@@H:72]([OH:77])[C@H:71]([OH:78])[C@H:70]9[OH:79])[C@H:60]8[OH:80])[C@H:50]7[OH:81])[C@H:40]6[OH:82])[C@H:30]5[OH:83])=[O:27])[CH:17]([OH:84])[CH2:16][C@@:15]4([CH3:85])[C@:10]3([CH3:86])[CH2:9][CH2:8][C@H:7]1[C@@:6]([CH:88]=[O:89])([CH3:87])[C@@H:5]([O:90][C@@H:91]1[O:96][C@H:95]([CH2:97][OH:98])[C@@H:94]([OH:99])[C@H:93]([O:100][C@@H:101]3[O:106][C@H:105]([CH2:107][OH:108])[C@@H:104]([OH:109])[C@H:103]([O:110][C@@H:111]4[O:116][C@H:115]([CH2:117][OH:118])[C@@H:114]([OH:119])[C@H:113]([OH:120])[C@H:112]4[OH:121])[C@H:102]3[OH:122])[C@H:92]1[OH:123])[CH2:4][CH2:3]2.[CH3:124][CH:125]([CH2:127][CH2:128][CH2:129][C@H:130]([C@@H:132]1[C@:150]2([CH3:151])[C@H:135]([C@H:136]3[C@H:147]([CH2:148][CH2:149]2)[C@:145]2([CH3:146])[C:139]([CH2:140][C@H:141]([CH2:143][CH2:144]2)[OH:142])=[CH:138][CH2:137]3)[CH2:134][CH2:133]1)[CH3:131])[CH3:126]. Product: [CH3:1][C@@:2]12[C@H:11]3[CH2:12][CH:13]=[C:14]4[CH:19]5[CH2:20][C:21]([CH3:24])([CH3:25])[CH2:22][CH2:23][C@:18]5([C:26]([O:28][C@@H:29]5[O:34][C@H:33]([CH2:35][OH:36])[C@@H:32]([OH:37])[C@H:31]([O:38][C@@H:39]6[O:44][C@H:43]([CH2:45][OH:46])[C@@H:42]([OH:47])[C@H:41]([O:48][C@@H:49]7[O:54][C@H:53]([CH2:55][OH:56])[C@@H:52]([OH:57])[C@H:51]([O:58][C@@H:59]8[O:64][C@H:63]([CH2:65][OH:66])[C@@H:62]([OH:67])[C@H:61]([O:68][C@@H:69]9[O:74][C@H:73]([CH2:75][OH:76])[C@@H:72]([OH:77])[C@H:71]([OH:78])[C@H:70]9[OH:79])[C@H:60]8[OH:80])[C@H:50]7[OH:81])[C@H:40]6[OH:82])[C@H:30]5[OH:83])=[O:27])[CH:17]([OH:84])[CH2:16][C@@:15]4([CH3:85])[C@:10]3([CH3:86])[CH2:9][CH2:8][C@H:7]1[C@@:6]([CH:88]=[O:89])([CH3:87])[C@@H:5]([O:90][C@@H:91]1[O:96][C@H:95]([CH2:97][OH:98])[C@@H:94]([OH:99])[C@H:93]([O:100][C@@H:101]3[O:106][C@H:105]([CH2:107][OH:108])[C@@H:104]([OH:109])[C@H:103]([O:110][C@@H:111]4[O:116][C@H:115]([CH2:117][OH:118])[C@@H:114]([OH:119])[C@H:113]([OH:120])[C@H:112]4[OH:121])[C@H:102]3[OH:122])[C@H:92]1[OH:123])[CH2:4][CH2:3]2.[CH3:126][CH:125]([CH2:127][CH2:128][CH2:129][C@H:130]([C@@H:132]1[C@:150]2([CH3:151])[C@H:135]([C@H:136]3[C@H:147]([CH2:148][CH2:149]2)[C@:145]2([CH3:146])[C:139]([CH2:140][C@H:141]([CH2:143][CH2:144]2)[OH:142])=[CH:138][CH2:137]3)[CH2:134][CH2:133]1)[CH3:131])[CH3:124]. The catalyst class is: 6.